From a dataset of Peptide-MHC class I binding affinity with 185,985 pairs from IEDB/IMGT. Regression. Given a peptide amino acid sequence and an MHC pseudo amino acid sequence, predict their binding affinity value. This is MHC class I binding data. (1) The peptide sequence is HPVHAGPIA. The MHC is HLA-B58:01 with pseudo-sequence HLA-B58:01. The binding affinity (normalized) is 0. (2) The peptide sequence is DLIVTFRER. The MHC is HLA-A68:01 with pseudo-sequence HLA-A68:01. The binding affinity (normalized) is 0.724. (3) The peptide sequence is ILLEDSSGNLV. The MHC is HLA-A02:01 with pseudo-sequence HLA-A02:01. The binding affinity (normalized) is 0.677. (4) The peptide sequence is RKQQISALF. The MHC is HLA-A11:01 with pseudo-sequence HLA-A11:01. The binding affinity (normalized) is 0. (5) The peptide sequence is RAIMTTWTV. The MHC is HLA-B18:01 with pseudo-sequence HLA-B18:01. The binding affinity (normalized) is 0.0847. (6) The peptide sequence is FRQYTAFTLP. The MHC is Mamu-A2201 with pseudo-sequence Mamu-A2201. The binding affinity (normalized) is 0.272.